From a dataset of Reaction yield outcomes from USPTO patents with 853,638 reactions. Predict the reaction yield, written as a fraction of the theoretical maximum amount of product (1.0 means a 100% yield; for example, 0.34 means a 34% yield). The reactants are [CH2:1]([O:3][C:4](=[O:12])[C:5]1[CH:10]=[CH:9][CH:8]=[C:7](I)[CH:6]=1)[CH3:2].C(=O)([O-])[O-].[Na+].[Na+].[CH2:19]([O:26][C:27]1[CH:32]=[CH:31][C:30](B(O)O)=[CH:29][CH:28]=1)[C:20]1[CH:25]=[CH:24][CH:23]=[CH:22][CH:21]=1. The catalyst is COCCOC.C(=O)(O)[O-].[Na+]. The product is [CH2:1]([O:3][C:4]([C:5]1[CH:6]=[C:7]([C:30]2[CH:31]=[CH:32][C:27]([O:26][CH2:19][C:20]3[CH:25]=[CH:24][CH:23]=[CH:22][CH:21]=3)=[CH:28][CH:29]=2)[CH:8]=[CH:9][CH:10]=1)=[O:12])[CH3:2]. The yield is 0.760.